Dataset: Drug-target binding data from BindingDB using IC50 measurements. Task: Regression. Given a target protein amino acid sequence and a drug SMILES string, predict the binding affinity score between them. We predict pIC50 (pIC50 = -log10(IC50 in M); higher means more potent). Dataset: bindingdb_ic50. (1) The small molecule is COc1cc(CC(=O)O)ccc1Oc1ccc(C(=O)NC(C)C)cc1NS(=O)(=O)c1ccc(Cl)cc1Cl. The target protein (Q9Y5Y4) has sequence MSANATLKPLCPILEQMSRLQSHSNTSIRYIDHAAVLLHGLASLLGLVENGVILFVVGCRMRQTVVTTWVLHLALSDLLASASLPFFTYFLAVGHSWELGTTFCKLHSSIFFLNMFASGFLLSAISLDRCLQVVRPVWAQNHRTVAAAHKVCLVLWALAVLNTVPYFVFRDTISRLDGRIMCYYNVLLLNPGPDRDATCNSRQVALAVSKFLLAFLVPLAIIASSHAAVSLRLQHRGRRRPGRFVRLVAAVVAAFALCWGPYHVFSLLEARAHANPGLRPLVWRGLPFVTSLAFFNSVANPVLYVLTCPDMLRKLRRSLRTVLESVLVDDSELGGAGSSRRRRTSSTARSASPLALCSRPEEPRGPARLLGWLLGSCAASPQTGPLNRALSSTSS. The pIC50 is 8.7. (2) The drug is COc1cccc(/C=C(\C#N)C(=O)NCCCNC(=O)/C(C#N)=C/c2cccc(OC)c2)c1. The target protein (Q05193) has sequence MGNRGMEDLIPLVNRLQDAFSAIGQNADLDLPQIAVVGGQSAGKSSVLENFVGRDFLPRGSGIVTRRPLVLQLVNATTEYAEFLHCKGKKFTDFEEVRLEIEAETDRVTGTNKGISPVPINLRVYSPHVLNLTLVDLPGMTKVPVGDQPPDIEFQIRDMLMQFVTKENCLILAVSPANSDLANSDALKVAKEVDPQGQRTIGVITKLDLMDEGTDARDVLENKLLPLRRGYIGVVNRSQKDIDGKKDITAALAAERKFFLSHPSYRHLADRMGTPYLQKVLNQQLTNHIRDTLPGLRNKLQSQLLSIEKEVEEYKNFRPDDPARKTKALLQMVQQFAVDFEKRIEGSGDQIDTYELSGGARINRIFHERFPFELVKMEFDEKELRREISYAIKNIHGIRTGLFTPDMAFETIVKKQVKKIREPCLKCVDMVISELISTVRQCTKKLQQYPRLREEMERIVTTHIREREGRTKEQVMLLIDIELAYMNTNHEDFIGFANAQ.... The pIC50 is 4.0. (3) The compound is CC(C)(C)NS(=O)(=O)c1cncc(-c2ccn3nc(N)nc3c2)c1. The target protein (Q9Y2U5) has sequence MDDQQALNSIMQDLAVLHKASRPALSLQETRKAKSSSPKKQNDVRVKFEHRGEKRILQFPRPVKLEDLRSKAKIAFGQSMDLHYTNNELVIPLTTQDDLDKAVELLDRSIHMKSLKILLVINGSTQATNLEPLPSLEDLDNTVFGAERKKRLSIIGPTSRDRSSPPPGYIPDELHQVARNGSFTSINSEGEFIPESMDQMLDPLSLSSPENSGSGSCPSLDSPLDGESYPKSRMPRAQSYPDNHQEFSDYDNPIFEKFGKGGTYPRRYHVSYHHQEYNDGRKTFPRARRTQGTSLRSPVSFSPTDHSLSTSSGSSIFTPEYDDSRIRRRGSDIDNPTLTVMDISPPSRSPRAPTNWRLGKLLGQGAFGRVYLCYDVDTGRELAVKQVQFDPDSPETSKEVNALECEIQLLKNLLHERIVQYYGCLRDPQEKTLSIFMEYMPGGSIKDQLKAYGALTENVTRKYTRQILEGVHYLHSNMIVHRDIKGANILRDSTGNVKLG.... The pIC50 is 5.0. (4) The compound is NC[C@H]1O[C@H](O[C@@H]2[C@@H](N)C[C@@H](N)[C@H](O)[C@H]2O)[C@H](N)[C@@H](O)[C@@H]1O. The target protein (O95237) has sequence MKNPMLEVVSLLLEKLLLISNFTLFSSGAAGEDKGRNSFYETSSFHRGDVLEVPRTHLTHYGIYLGDNRVAHMMPDILLALTDDMGRTQKVVSNKRLILGVIVKVASIRVDTVEDFAYGANILVNHLDESLQKKALLNEEVARRAEKLLGFTPYSLLWNNCEHFVTYCRYGTPISPQSDKFCETVKIIIRDQRSVLASAVLGLASIVCTGLVSYTTLPAIFIPFFLWMAG. The pIC50 is 4.0. (5) The compound is CCCCCCCCCCCCCCCCC(=O)NCC(=O)Nc1cccc(S(=O)(=O)Nc2cccc(C)c2C)c1. The target protein (Q9Y256) has sequence MAALGGDGLRLLSVSRPERPPESAALGGLGPGLCCWVSVFSCLSLACSYVGSLYVWKSELPRDHPAVIKRRFTSVLVVSSLSPLCVLLWRELTGIQPGTSLLTLMGFRLEGIFPAALLPLLLTMILFLGPLMQLSMDCPCDLADGLKVVLAPRSWARCLTDMRWLRNQVIAPLTEELVFRACMLPMLAPCMGLGPAVFTCPLFFGVAHFHHIIEQLRFRQSSVGNIFLSAAFQFSYTAVFGAYTAFLFIRTGHLIGPVLCHSFCNYMGFPAVCAALEHPQRRPLLAGYALGVGLFLLLLQPLTDPKLYGSLPLCVLLERAGDSEAPLCS. The pIC50 is 5.2. (6) The compound is CS(=O)(=O)c1ccc(Nc2nc3cc(C(=O)O)ccc3n2Cc2ccccc2C(F)(F)F)cc1. The target protein (Q12840) has sequence MAETNNECSIKVLCRFRPLNQAEILRGDKFIPIFQGDDSVVIGGKPYVFDRVFPPNTTQEQVYHACAMQIVKDVLAGYNGTIFAYGQTSSGKTHTMEGKLHDPQLMGIIPRIARDIFNHIYSMDENLEFHIKVSYFEIYLDKIRDLLDVTKTNLSVHEDKNRVPFVKGCTERFVSSPEEILDVIDEGKSNRHVAVTNMNEHSSRSHSIFLINIKQENMETEQKLSGKLYLVDLAGSEKVSKTGAEGAVLDEAKNINKSLSALGNVISALAEGTKSYVPYRDSKMTRILQDSLGGNCRTTMFICCSPSSYNDAETKSTLMFGQRAKTIKNTASVNLELTAEQWKKKYEKEKEKTKAQKETIAKLEAELSRWRNGENVPETERLAGEEAALGAELCEETPVNDNSSIVVRIAPEERQKYEEEIRRLYKQLDDKDDEINQQSQLIEKLKQQMLDQEELLVSTRGDNEKVQRELSHLQSENDAAKDEVKEVLQALEELAVNYDQ.... The pIC50 is 4.3.